This data is from Reaction yield outcomes from USPTO patents with 853,638 reactions. The task is: Predict the reaction yield, written as a fraction of the theoretical maximum amount of product (1.0 means a 100% yield; for example, 0.34 means a 34% yield). (1) The reactants are [CH2:1]1[C:10]2[C:5](=[CH:6][CH:7]=CC=2)[CH2:4][CH2:3][N:2]1[CH2:11][CH2:12][CH2:13][CH2:14][O:15][C:16]1[N:25]=[C:24]2[C:19]([CH2:20][CH2:21][C:22](=[O:26])[NH:23]2)=[CH:18][CH:17]=1.[S:27]1C2CNCCC=2C=C1. No catalyst specified. The product is [S:27]1[C:10]2[CH2:1][N:2]([CH2:11][CH2:12][CH2:13][CH2:14][O:15][C:16]3[N:25]=[C:24]4[C:19]([CH2:20][CH2:21][C:22](=[O:26])[NH:23]4)=[CH:18][CH:17]=3)[CH2:3][CH2:4][C:5]=2[CH:6]=[CH:7]1. The yield is 0.250. (2) The reactants are Br[C:2]1[CH:7]=[CH:6][CH:5]=[CH:4][C:3]=1[C@H:8]([N:13]1[C:21]2[C:16](=[CH:17][CH:18]=[CH:19][C:20]=2[F:22])[C:15]([CH3:24])([CH3:23])[CH2:14]1)[C@H:9]([OH:12])[CH2:10][OH:11].C(P(C(C)(C)C)C1C=CC=CC=1C1C=CC=CC=1)(C)(C)C.C(=O)([O-])[O-].[Cs+].[Cs+].[Cl-].[NH4+]. The catalyst is C1(C)C=CC=CC=1.C([O-])(=O)C.[Pd+2].C([O-])(=O)C. The product is [F:22][C:20]1[CH:19]=[CH:18][CH:17]=[C:16]2[C:21]=1[N:13]([C@H:8]1[C:3]3[CH:4]=[CH:5][CH:6]=[CH:7][C:2]=3[O:12][C@H:9]1[CH2:10][OH:11])[CH2:14][C:15]2([CH3:24])[CH3:23]. The yield is 0.430.